The task is: Predict the reaction yield, written as a fraction of the theoretical maximum amount of product (1.0 means a 100% yield; for example, 0.34 means a 34% yield).. This data is from Reaction yield outcomes from USPTO patents with 853,638 reactions. (1) The reactants are [CH2:1]([O:8][C:9]([CH2:11][N:12]1[CH2:25][CH2:24][CH2:23][NH:22][CH2:21][CH2:20][N:19]([CH2:26][C:27]([O:29][CH2:30][C:31]2[CH:36]=[CH:35][CH:34]=[CH:33][CH:32]=2)=[O:28])[CH2:18][CH2:17][CH2:16][NH:15][CH2:14][CH2:13]1)=[O:10])[C:2]1[CH:7]=[CH:6][CH:5]=[CH:4][CH:3]=1.[N+:37]([C:40]1[CH:48]=[CH:47][C:43]([CH2:44][CH2:45]Br)=[CH:42][CH:41]=1)([O-:39])=[O:38].C([O-])([O-])=O.[K+].[K+]. The catalyst is C1(C)C=CC=CC=1. The product is [CH2:1]([O:8][C:9]([CH2:11][N:12]1[CH2:25][CH2:24][CH2:23][NH:22][CH2:21][CH2:20][N:19]([CH2:26][C:27]([O:29][CH2:30][C:31]2[CH:36]=[CH:35][CH:34]=[CH:33][CH:32]=2)=[O:28])[CH2:18][CH2:17][CH2:16][N:15]([CH2:45][CH2:44][C:43]2[CH:42]=[CH:41][C:40]([N+:37]([O-:39])=[O:38])=[CH:48][CH:47]=2)[CH2:14][CH2:13]1)=[O:10])[C:2]1[CH:7]=[CH:6][CH:5]=[CH:4][CH:3]=1. The yield is 0.700. (2) The reactants are [CH:1]1([NH:4][C:5]([N:7]2[CH2:11][CH2:10][CH2:9][CH:8]2[C:12]2[CH:16]=[C:15]([C:17]3[CH:22]=[CH:21][CH:20]=[C:19]([Cl:23])[CH:18]=3)[O:14][N:13]=2)=[S:6])[CH2:3][CH2:2]1.[CH3:24]I. The catalyst is CO.C(=O)(O)[O-].[Na+]. The product is [CH3:24][S:6][C:5]([N:7]1[CH2:11][CH2:10][CH2:9][CH:8]1[C:12]1[CH:16]=[C:15]([C:17]2[CH:22]=[CH:21][CH:20]=[C:19]([Cl:23])[CH:18]=2)[O:14][N:13]=1)=[N:4][CH:1]1[CH2:3][CH2:2]1. The yield is 0.990. (3) The reactants are O1CCCCC1[N:7]1[C:15]2[C:10](=[CH:11][C:12]([C:16]#[N:17])=[CH:13][CH:14]=2)[C:9]([CH2:18][CH2:19][C:20]2[CH:25]=[CH:24][CH:23]=[CH:22][CH:21]=2)=[N:8]1.[N:26]([Sn](CCCC)(CCCC)CCCC)=[N+:27]=[N-:28]. The catalyst is C1(C)C=CC=CC=1. The product is [C:20]1([CH2:19][CH2:18][C:9]2[C:10]3[C:15](=[CH:14][CH:13]=[C:12]([C:16]4[N:17]=[N:26][NH:27][N:28]=4)[CH:11]=3)[NH:7][N:8]=2)[CH:25]=[CH:24][CH:23]=[CH:22][CH:21]=1. The yield is 0.370. (4) The reactants are [Br:1][C:2]1[CH:3]=[CH:4][C:5]([C:9]([OH:11])=[O:10])=[N:6][C:7]=1Cl.[OH-].[K+].[O:14]1[CH2:18][CH2:17][CH2:16][CH:15]1[CH2:19][OH:20].[OH-].[Na+]. The catalyst is CS(C)=O. The product is [Br:1][C:2]1[CH:3]=[CH:4][C:5]([C:9]([OH:11])=[O:10])=[N:6][C:7]=1[O:20][CH2:19][CH:15]1[CH2:16][CH2:17][CH2:18][O:14]1. The yield is 0.990. (5) The reactants are COC(=O)C1C=CC(CBr)=CC=1.[CH3:13][O:14][C:15](=[O:47])[C:16]1[CH:21]=[CH:20][C:19]([CH2:22][N:23]2[CH:27]=[C:26]([C:28]3[CH:33]=[CH:32][C:31]([Cl:34])=[CH:30][C:29]=3[Cl:35])[N:25]=[C:24]2/[CH:36]=[CH:37]/[C:38]2[CH:43]=[C:42](Br)[CH:41]=[CH:40][C:39]=2[O:45][CH3:46])=[CH:18][CH:17]=1.[OH:48][C:49]1[CH:54]=[CH:53][C:52](B(O)O)=[CH:51][CH:50]=1. No catalyst specified. The product is [CH3:13][O:14][C:15](=[O:47])[C:16]1[CH:21]=[CH:20][C:19]([CH2:22][N:23]2[CH:27]=[C:26]([C:28]3[CH:33]=[CH:32][C:31]([Cl:34])=[CH:30][C:29]=3[Cl:35])[N:25]=[C:24]2/[CH:36]=[CH:37]/[C:38]2[CH:43]=[C:42]([C:52]3[CH:53]=[CH:54][C:49]([OH:48])=[CH:50][CH:51]=3)[CH:41]=[CH:40][C:39]=2[O:45][CH3:46])=[CH:18][CH:17]=1. The yield is 0.500. (6) The reactants are C([NH:4][C:5]1[CH:10]=[CH:9][C:8]([C:11]2[C:12]3[NH:16][C:15]([C:17]([C:55]4[CH:60]=[C:59]([O:61][CH3:62])[CH:58]=[C:57]([O:63][CH3:64])[CH:56]=4)=[C:18]4[N:54]=[C:21]([C:22]([C:44]5[CH:49]=[C:48]([O:50][CH3:51])[CH:47]=[C:46]([O:52][CH3:53])[CH:45]=5)=[C:23]5[NH:43][C:26](=[C:27]([C:33]6[CH:38]=[C:37]([O:39][CH3:40])[CH:36]=[C:35]([O:41][CH3:42])[CH:34]=6)[C:28]6[CH:29]=[CH:30][C:31]=2[N:32]=6)[CH:25]=[CH:24]5)[CH:20]=[CH:19]4)=[CH:14][CH:13]=3)=[CH:7][CH:6]=1)(=O)C. The catalyst is Cl.ClCCl.C(N(CC)CC)C. The product is [NH2:4][C:5]1[CH:10]=[CH:9][C:8]([C:11]2[C:12]3[NH:16][C:15]([C:17]([C:55]4[CH:60]=[C:59]([O:61][CH3:62])[CH:58]=[C:57]([O:63][CH3:64])[CH:56]=4)=[C:18]4[N:54]=[C:21]([C:22]([C:44]5[CH:49]=[C:48]([O:50][CH3:51])[CH:47]=[C:46]([O:52][CH3:53])[CH:45]=5)=[C:23]5[NH:43][C:26](=[C:27]([C:33]6[CH:34]=[C:35]([O:41][CH3:42])[CH:36]=[C:37]([O:39][CH3:40])[CH:38]=6)[C:28]6[CH:29]=[CH:30][C:31]=2[N:32]=6)[CH:25]=[CH:24]5)[CH:20]=[CH:19]4)=[CH:14][CH:13]=3)=[CH:7][CH:6]=1. The yield is 0.897.